Dataset: Reaction yield outcomes from USPTO patents with 853,638 reactions. Task: Predict the reaction yield, written as a fraction of the theoretical maximum amount of product (1.0 means a 100% yield; for example, 0.34 means a 34% yield). (1) The reactants are [NH2:1][C:2]1[CH:31]=[CH:30][C:29]([F:32])=[CH:28][C:3]=1[C:4]([N:6]1[CH2:11][CH2:10][CH:9]([CH2:12][O:13][C:14]2[C:23]([CH:24]3[CH2:26][CH2:25]3)=[CH:22][C:17]([C:18]([O:20][CH3:21])=[O:19])=[C:16]([F:27])[CH:15]=2)[CH2:8][CH2:7]1)=O.CO.Cl. The catalyst is O1CCCC1. The product is [NH2:1][C:2]1[CH:31]=[CH:30][C:29]([F:32])=[CH:28][C:3]=1[CH2:4][N:6]1[CH2:11][CH2:10][CH:9]([CH2:12][O:13][C:14]2[C:23]([CH:24]3[CH2:26][CH2:25]3)=[CH:22][C:17]([C:18]([O:20][CH3:21])=[O:19])=[C:16]([F:27])[CH:15]=2)[CH2:8][CH2:7]1. The yield is 0.580. (2) The product is [F:1][C:2]1[CH:8]=[CH:7][C:6]([CH2:9][C:10]2[NH:11][C:12]([C:25]3[CH:30]=[CH:29][CH:28]=[C:27]([CH3:31])[N:26]=3)=[C:13]([C:15]3[CH:16]=[C:17]4[C:22](=[CH:23][CH:24]=3)[N:21]=[CH:20][CH:19]=[CH:18]4)[N:14]=2)=[CH:5][C:3]=1[NH:4][CH2:33][CH2:34][OH:35]. The yield is 0.340. The reactants are [F:1][C:2]1[CH:8]=[CH:7][C:6]([CH2:9][C:10]2[NH:11][C:12]([C:25]3[CH:30]=[CH:29][CH:28]=[C:27]([CH3:31])[N:26]=3)=[C:13]([C:15]3[CH:16]=[C:17]4[C:22](=[CH:23][CH:24]=3)[N:21]=[CH:20][CH:19]=[CH:18]4)[N:14]=2)=[CH:5][C:3]=1[NH2:4].Br[CH2:33][CH2:34][OH:35].C(N(CC)C(C)C)(C)C. The catalyst is C1(C)C=CC=CC=1.CN(C=O)C.O. (3) The reactants are [Cl:1][C:2]1[C:7]([C:8]2[CH:13]=[CH:12][C:11]([F:14])=[CH:10][CH:9]=2)=[CH:6][C:5]([OH:15])=[C:4](I)[CH:3]=1.C([Sn](CCCC)(CCCC)[C:22]1[CH:27]=[CH:26][N:25]=[N:24][CH:23]=1)CCC.[F-].[Cs+]. The catalyst is C(#N)C.[Cu]I.C1C=CC(/C=C/C(/C=C/C2C=CC=CC=2)=O)=CC=1.C1C=CC(/C=C/C(/C=C/C2C=CC=CC=2)=O)=CC=1.C1C=CC(/C=C/C(/C=C/C2C=CC=CC=2)=O)=CC=1.[Pd].[Pd]. The product is [Cl:1][C:2]1[C:7]([C:8]2[CH:13]=[CH:12][C:11]([F:14])=[CH:10][CH:9]=2)=[CH:6][C:5]([OH:15])=[C:4]([C:22]2[CH:27]=[CH:26][N:25]=[N:24][CH:23]=2)[CH:3]=1. The yield is 0.580.